From a dataset of TCR-epitope binding with 47,182 pairs between 192 epitopes and 23,139 TCRs. Binary Classification. Given a T-cell receptor sequence (or CDR3 region) and an epitope sequence, predict whether binding occurs between them. (1) The epitope is DPFRLLQNSQVFS. The TCR CDR3 sequence is CASTARLAGTPNTQYF. Result: 1 (the TCR binds to the epitope). (2) The epitope is SEETGTLIV. The TCR CDR3 sequence is CASRVNRGGEQYF. Result: 0 (the TCR does not bind to the epitope). (3) The epitope is YEGNSPFHPL. The TCR CDR3 sequence is CATKGTGLYNEQFF. Result: 0 (the TCR does not bind to the epitope). (4) The epitope is KRWIILGLNK. The TCR CDR3 sequence is CASSPTSGIEETQYF. Result: 1 (the TCR binds to the epitope). (5) The epitope is KTWGQYWQV. The TCR CDR3 sequence is CASSTSTGTGYGYTF. Result: 0 (the TCR does not bind to the epitope).